Predict the reaction yield, written as a fraction of the theoretical maximum amount of product (1.0 means a 100% yield; for example, 0.34 means a 34% yield). From a dataset of Reaction yield outcomes from USPTO patents with 853,638 reactions. (1) The reactants are [CH3:1][C:2]([CH3:9])([C:5]([CH3:8])([CH3:7])[CH3:6])[CH2:3][OH:4].[Cr](Cl)([O-])(=O)=O.[NH+]1C=CC=CC=1. The catalyst is C(Cl)Cl. The product is [CH3:1][C:2]([CH3:9])([C:5]([CH3:8])([CH3:7])[CH3:6])[CH:3]=[O:4]. The yield is 0.650. (2) The reactants are [OH:1][C@@H:2]([C:4]1[N:15]([CH:16]2[CH2:21][CH2:20][N:19](C(OC(C)(C)C)=O)[CH2:18][CH2:17]2)[C:7]2=[C:8]3[S:14][CH:13]=[CH:12][C:9]3=[N:10][CH:11]=[C:6]2[N:5]=1)[CH3:3].[ClH:29].O1CCOCC1. The catalyst is C(Cl)Cl. The product is [ClH:29].[NH:19]1[CH2:20][CH2:21][CH:16]([N:15]2[C:7]3=[C:8]4[S:14][CH:13]=[CH:12][C:9]4=[N:10][CH:11]=[C:6]3[N:5]=[C:4]2[C@H:2]([OH:1])[CH3:3])[CH2:17][CH2:18]1. The yield is 1.00. (3) The reactants are [CH2:1]([C:3]([C:21]1[CH:33]=[CH:32][C:24]([O:25][CH2:26][CH2:27][CH2:28][CH2:29][C:30]#[N:31])=[C:23]([CH3:34])[CH:22]=1)([C:6]1[CH:11]=[CH:10][C:9](/[CH:12]=[CH:13]/[C:14]([CH2:18][CH3:19])([OH:17])[CH2:15][CH3:16])=[C:8]([CH3:20])[CH:7]=1)[CH2:4][CH3:5])[CH3:2].[Sn]([N:39]=[N+:40]=[N-:41])(C)(C)C.O. The catalyst is C1(C)C=CC=CC=1. The product is [CH2:18]([C:14]([OH:17])([CH2:15][CH3:16])/[CH:13]=[CH:12]/[C:9]1[CH:10]=[CH:11][C:6]([C:3]([CH2:4][CH3:5])([C:21]2[CH:33]=[CH:32][C:24]([O:25][CH2:26][CH2:27][CH2:28][CH2:29][C:30]3[NH:41][N:40]=[N:39][N:31]=3)=[C:23]([CH3:34])[CH:22]=2)[CH2:1][CH3:2])=[CH:7][C:8]=1[CH3:20])[CH3:19]. The yield is 0.260. (4) The reactants are [Cl:1][C:2]1[CH:11]=[C:10]2[C:5]([C:6]([C:28]3[CH:29]=[C:30](/[CH:34]=[CH:35]/[C:36]([OH:38])=O)[CH:31]=[CH:32][CH:33]=3)=[C:7]([CH2:13][C:14]([NH:16][C:17]3[CH:22]=[CH:21][C:20]([F:23])=[CH:19][C:18]=3[C:24]([F:27])([F:26])[F:25])=[O:15])[C:8](=[O:12])[O:9]2)=[CH:4][C:3]=1[CH3:39].C(N1C=CN=C1)(N1C=CN=C1)=O.[CH3:52][S:53]([NH2:56])(=[O:55])=[O:54].C1CCN2C(=NCCC2)CC1.Cl. The catalyst is CN(C=O)C. The product is [Cl:1][C:2]1[CH:11]=[C:10]2[C:5]([C:6]([C:28]3[CH:29]=[C:30](/[CH:34]=[CH:35]/[C:36]([NH:56][S:53]([CH3:52])(=[O:55])=[O:54])=[O:38])[CH:31]=[CH:32][CH:33]=3)=[C:7]([CH2:13][C:14]([NH:16][C:17]3[CH:22]=[CH:21][C:20]([F:23])=[CH:19][C:18]=3[C:24]([F:26])([F:27])[F:25])=[O:15])[C:8](=[O:12])[O:9]2)=[CH:4][C:3]=1[CH3:39]. The yield is 0.380.